From a dataset of Reaction yield outcomes from USPTO patents with 853,638 reactions. Predict the reaction yield, written as a fraction of the theoretical maximum amount of product (1.0 means a 100% yield; for example, 0.34 means a 34% yield). The reactants are Cl[C:2]1[N:3]=[C:4]2[CH:12]=[CH:11][N:10]=[CH:9][C:5]2=[N:6][C:7]=1[Cl:8].[CH:13]1([NH2:16])[CH2:15][CH2:14]1.CCN(C(C)C)C(C)C. The catalyst is O1CCOCC1. The product is [Cl:8][C:7]1[N:6]=[C:5]2[CH:9]=[N:10][CH:11]=[CH:12][C:4]2=[N:3][C:2]=1[NH:16][CH:13]1[CH2:15][CH2:14]1. The yield is 0.800.